Predict which catalyst facilitates the given reaction. From a dataset of Catalyst prediction with 721,799 reactions and 888 catalyst types from USPTO. (1) Reactant: [C:1]1(=[O:11])[O:6][C:4](=O)[C:3]2=[CH:7][CH:8]=[CH:9][CH:10]=[C:2]12.[NH2:12][C@H:13]([C:19]([OH:21])=[O:20])[CH2:14][CH2:15][C:16](=[O:18])[NH2:17]. Product: [CH:8]1[CH:7]=[C:3]2[C:4]([N:12]([C@H:13]([C:19]([OH:21])=[O:20])[CH2:14][CH2:15][C:16]([NH2:17])=[O:18])[C:1](=[O:11])[C:2]2=[CH:10][CH:9]=1)=[O:6]. The catalyst class is: 9. (2) Reactant: [CH3:1][N:2]([CH3:19])[C@H:3]1[CH2:12][CH2:11][C:10]2[C:9]([S:13](Cl)(=[O:15])=[O:14])=[CH:8][CH:7]=[C:6]([O:17][CH3:18])[C:5]=2[CH2:4]1.C(N(CC)CC)C.[Cl:27][C:28]1[CH:29]=[CH:30][C:31]([O:35][CH3:36])=[C:32]([CH:34]=1)[NH2:33]. Product: [Cl:27][C:28]1[CH:29]=[CH:30][C:31]([O:35][CH3:36])=[C:32]([NH:33][S:13]([C:9]2[C:10]3[CH2:11][CH2:12][C@H:3]([N:2]([CH3:19])[CH3:1])[CH2:4][C:5]=3[C:6]([O:17][CH3:18])=[CH:7][CH:8]=2)(=[O:15])=[O:14])[CH:34]=1. The catalyst class is: 10.